Dataset: Reaction yield outcomes from USPTO patents with 853,638 reactions. Task: Predict the reaction yield, written as a fraction of the theoretical maximum amount of product (1.0 means a 100% yield; for example, 0.34 means a 34% yield). (1) The reactants are [F:1][C:2]1[CH:7]=[C:6]([I:8])[CH:5]=CC=1CC#N.[C:12]1(C)C=CC(S(O)(=O)=O)=CC=1.[OH2:23].[C:24]([O:27][CH2:28][CH3:29])(=O)[CH3:25]. The catalyst is CO.C1C=CC=CC=1.CCCCCC. The product is [C:28]([O:27][C:24]1[CH:25]=[CH:5][C:6]([I:8])=[C:7]([CH3:12])[C:2]=1[F:1])(=[O:23])[CH3:29]. The yield is 0.800. (2) The reactants are C1(COC(=O)[NH:10][CH2:11][C@@H:12]2[CH2:16][CH2:15][N:14]([CH2:17][CH2:18][C:19]3[C:28]4[C:23](=[CH:24][CH:25]=[C:26]([O:29][CH3:30])[N:27]=4)[N:22]=[CH:21][C:20]=3[F:31])[CH2:13]2)C=CC=CC=1. The catalyst is CO.[OH-].[OH-].[Pd+2]. The product is [F:31][C:20]1[CH:21]=[N:22][C:23]2[C:28]([C:19]=1[CH2:18][CH2:17][N:14]1[CH2:15][CH2:16][C@@H:12]([CH2:11][NH2:10])[CH2:13]1)=[N:27][C:26]([O:29][CH3:30])=[CH:25][CH:24]=2. The yield is 0.760.